From a dataset of Drug-target binding data from BindingDB using Ki measurements. Regression. Given a target protein amino acid sequence and a drug SMILES string, predict the binding affinity score between them. We predict pKi (pKi = -log10(Ki in M); higher means stronger inhibition). Dataset: bindingdb_ki. (1) The small molecule is CC(C)C[C@H](NC(=O)[C@H](CCCCN)NC(=O)CNC(=O)[C@H](CC(C)C)NC(=O)[C@@H](NC(=O)[C@H](CS)NC(=O)[C@@H](NC(=O)[C@H](CO)NC(=O)[C@H](CC(C)C)NC(=O)[C@H](CC(N)=O)NC(=O)[C@H](CO)NC(=O)[C@@H](N)CS)[C@@H](C)O)C(C)C)C(=O)N[C@@H](CO)C(=O)N[C@@H](CCC(N)=O)C(=O)N[C@@H](CCC(=O)O)C(=O)N[C@@H](CC(C)C)C(=O)N[C@H]1CC(=O)NCCCC[C@@H](C(=O)NC(Cc2ccc(O)cc2)C(=O)N2CCC[C@@H]2C(=O)N[C@@H](CCCNC(=N)N)C(=O)N[C@H](C(=O)N[C@@H](CC(N)=O)C(=O)N[C@H](C(=O)NCC(=O)N[C@@H](CO)C(=O)NCC(=O)N[C@H](C(=O)N2CCC[C@@H]2C(N)=O)[C@@H](C)O)[C@@H](C)O)[C@@H](C)O)NC(=O)[C@H](Cc2cn(N)cn2)NC(=O)[C@H](CC(C)C)NC(=O)[C@H](CCCCN)NC1=O. The target protein sequence is MQFSGEKISGQRDLQKSKMRFTFTSRCLALFLLLNHPTPILPAFSNQTYPTIEPKPFLYVVGRKKMMDAQYKCYDRMQQLPAYQGEGPYCNRTWDGWLCWDDTPAGVLSYQFCPDYFPDFDPSEKVTKYCDEKGVWFKHPENNRTWSNYTMCNAFTPEKLKNAYVLYYLAIVGHSLSIFTLVISLGIFVFFRKLTTIFPLNWKYRKALSLGCQRVTLHKNMFLTYILNSMIIIIHLVEVVPNGELVRRDPVSCKILHFFHQYMMACNYFWMLCEGIYLHTLIVVAVFTEKQRLRWYYLLGWGFPLVPTTIHAITRAVYFNDNCWLSVETHLLYIIHGPVMAALVVNFFFLLNIVRVLVTKMRETHEAESHMYLKAVKATMILVPLLGIQFVVFPWRPSNKMLGKIYDYVMHSLIHFQGFFVATIYCFCNNEVQTTVKRQWAQFKIQWNQRWGRRPSNRSARAAAAAAEAGDIPIYICHQEPRNEPANNQGEESAEIIPLN.... The pKi is 9.8. (2) The small molecule is O=C1CC2(CCCC2)CC(=O)N1CCCCN1CCN(c2ncccn2)CC1. The target protein (P41595) has sequence MALSYRVSELQSTIPEHILQSTFVHVISSNWSGLQTESIPEEMKQIVEEQGNKLHWAALLILMVIIPTIGGNTLVILAVSLEKKLQYATNYFLMSLAVADLLVGLFVMPIALLTIMFEAMWPLPLVLCPAWLFLDVLFSTASIMHLCAISVDRYIAIKKPIQANQYNSRATAFIKITVVWLISIGIAIPVPIKGIETDVDNPNNITCVLTKERFGDFMLFGSLAAFFTPLAIMIVTYFLTIHALQKKAYLVKNKPPQRLTWLTVSTVFQRDETPCSSPEKVAMLDGSRKDKALPNSGDETLMRRTSTIGKKSVQTISNEQRASKVLGIVFFLFLLMWCPFFITNITLVLCDSCNQTTLQMLLEIFVWIGYVSSGVNPLVYTLFNKTFRDAFGRYITCNYRATKSVKTLRKRSSKIYFRNPMAENSKFFKKHGIRNGINPAMYQSPMRLRSSTIQSSSIILLDTLLLTENEGDKTEEQVSYV. The pKi is 6.7. (3) The drug is CC(C)CC(NC(=O)C(CCCN=C(N)N)NC(=O)C(CC1CNCN1)NC(=O)C(NC(=O)C(NC(=O)C(CS)NC(=O)C(NC(=O)C(C)NC(=O)C(NC(=O)C(CC(=O)O)NC(=O)C(CS)NC(=O)C(C)N)C(C)O)C(C)O)C(C)C)C(C)O)C(=O)NC(C)C(=O)N1CCCC1C(=O)NC(CC(C)C)C(=O)NC(CC(C)C)C(=O)NC(CO)C(=O)NC(CCCN=C(N)N)C(=O)NC(CO)C(=O)NCC(=O)NCC(=O)NC(C(=O)NC(C(=O)NC(CCCCN)C(=O)NC(CC(N)=O)C(=O)NC(CC(N)=O)C(=O)NC(Cc1ccccc1)C(=O)NC(C(=O)N1CCCC1C(=O)NC(C(=O)NC(CC(N)=O)C(=O)NC(C(=O)NCC(=O)NC(CO)C(=O)NC(CCCCN)C(=O)NC(C)C(=O)NC(Cc1ccccc1)C(N)=O)C(C)C)C(C)O)C(C)C)C(C)C)C(C)C. The target protein (Q867C0) has sequence MARGLRGLPRRGLWLLLVNHLFLATACQDTDHAALLRKYCLPQFQVDMEAIGKALWCDWDKTIGSYKDLSDCTRLVAQRLDCFWPNAAVDKFFLGVHQQYFRNCPVSGRALQDPPSSVLCPFIVVPILATLLMTALVVWRSKRPEGIV. The pKi is 8.2. (4) The small molecule is CCN1C[C@]2(COC(=O)c3ccccc3-n3c(O)cc(C)c3O)CC[C@H](OC)[C@]34C5C[C@@H]6[C@@H](OC)C[C@@](O)(C5[C@H]6OC)[C@@](O)(C13)[C@@H](OC)C24. The target protein sequence is MTMALLGTLLLLALFGRSQGKNE. The pKi is 6.6. (5) The small molecule is Cc1ccccc1Nc1nc(N2CCN(c3ccccc3Cl)CC2)nc(N2CSC[C@H]2COCC(=O)NO)n1. The target protein (Q8DP79) has sequence MSAIERITKAAHLIDMNDIIREGNPTLRTVAEEVTFPLSDQEIILGEKMMQFLKHSQDPVMAEKMGLRGGVGLAAPQLDISKRIIAVLVPNIVEEGETPQEAYDLEAIMYNPKIVSHSVQDAALGEGEGCLSVDRNVPGYVVRHARVTVDYFDKDGEKHRIKLKGYNSIVVQHEIDHINGIMFYDRINEKDPFAVKDGLLILE. The pKi is 7.3. (6) The drug is Cc1cncc(-c2cnc(N[C@@H]3CCN(C)C[C@H]3OCC3CCS(=O)(=O)CC3)c3[nH]c(=O)c(C)cc23)c1. The target protein (Q8IZX4) has sequence MRPGCDLLLRAAATVTAAIMSDSDSEEDSSGGGPFTLAGILFGNISGAGQLEGESVLDDECKKHLAGLGALGLGSLITELTANEELTGTGGALVNDEGWIRSTEDAVDYSDINEVAEDESQRHQQTMGSLQPLYHSDYDEDDYDADCEDIDCKLMPPPPPPPGPMKKDKDQDAITCVSESGEDIILPSIIAPSFLASEKVDFSSYSDSESEMGPQEATQAESEDGKLTLPLAGIMQHDATKLLPSVTELFPEFRPGKVLRFLHLFGPGKNVPSVWRSARRKRKKHRELIQEEQIQEVECSVESEVSQKSLWNYDYAPPPPPEQCLADDEITMMVPVESKFSQSTGDVDKVTDTKPRVAEWRYGPARLWYDMLGVSEDGSGFDYGFKLRKTQHEPVIKSRMMEEFRKLEESNGTDLLADENFLMVTQLHWEDSIIWDGEDIKHKGTKPQGASLAGWLPSIKTRNVMAYNVQQGFAPTLDDDKPWYSIFPIDNEDLVYGRWE.... The pKi is 6.9.